Dataset: Reaction yield outcomes from USPTO patents with 853,638 reactions. Task: Predict the reaction yield, written as a fraction of the theoretical maximum amount of product (1.0 means a 100% yield; for example, 0.34 means a 34% yield). The reactants are [Cl-].[OH:2][C:3]1[NH:7][N:6]=[CH:5][C:4]=1[CH:8]=[N+:9]([CH3:11])C.CN[C:14]1[CH:19]=[CH:18][C:17]([F:20])=[CH:16][C:15]=1[F:21].[CH2:22](O)C. No catalyst specified. The product is [F:20][C:17]1[CH:16]=[C:15]([F:21])[CH:14]=[CH:19][C:18]=1[CH2:11][NH:9][CH:8]=[C:4]1[CH:5]=[N:6][N:7]([CH3:22])[C:3]1=[O:2]. The yield is 0.420.